Dataset: Forward reaction prediction with 1.9M reactions from USPTO patents (1976-2016). Task: Predict the product of the given reaction. (1) Given the reactants [CH3:1][C:2]1[CH:7]=[CH:6][C:5]([C:8]2([C:11]([OH:13])=[O:12])[CH2:10][CH2:9]2)=[CH:4][CH:3]=1.S(=O)(=O)(O)O.[CH3:19]O, predict the reaction product. The product is: [CH3:1][C:2]1[CH:3]=[CH:4][C:5]([C:8]2([C:11]([O:13][CH3:19])=[O:12])[CH2:9][CH2:10]2)=[CH:6][CH:7]=1. (2) Given the reactants Br[CH:2]([C:15]1[CH:20]=[CH:19][CH:18]=[C:17]([C:21]2[CH:22]=[C:23]([C:31]([CH3:37])([S:33]([CH3:36])(=[O:35])=[O:34])[CH3:32])[CH:24]=[C:25]3[C:30]=2[N:29]=[CH:28][CH:27]=[CH:26]3)[CH:16]=1)[C:3]([C:5]1[CH:10]=[CH:9][C:8]([S:11]([CH3:14])(=[O:13])=[O:12])=[CH:7][CH:6]=1)=O.[NH2:38][C:39]1[CH:44]=[CH:43][CH:42]=[CH:41][C:40]=1[NH2:45], predict the reaction product. The product is: [CH3:37][C:31]([C:23]1[CH:24]=[C:25]2[C:30](=[C:21]([C:17]3[CH:16]=[C:15]([C:2]4[C:3]([C:5]5[CH:10]=[CH:9][C:8]([S:11]([CH3:14])(=[O:12])=[O:13])=[CH:7][CH:6]=5)=[N:45][C:40]5[C:39](=[CH:44][CH:43]=[CH:42][CH:41]=5)[N:38]=4)[CH:20]=[CH:19][CH:18]=3)[CH:22]=1)[N:29]=[CH:28][CH:27]=[CH:26]2)([S:33]([CH3:36])(=[O:35])=[O:34])[CH3:32]. (3) Given the reactants C(OC([N:8]1[C@@H:13]([CH3:14])[CH2:12][N:11]([C:15](=[O:30])[C:16]2[CH:21]=[CH:20][C:19]([C:22]3[CH:23]=[N:24][C:25]([NH2:29])=[C:26]([OH:28])[CH:27]=3)=[CH:18][CH:17]=2)[CH2:10][C@H:9]1[CH3:31])=O)(C)(C)C.Br[CH2:33][C:34]1[CH:39]=[CH:38][CH:37]=[CH:36][C:35]=1[CH3:40].C([O-])([O-])=O.[Cs+].[Cs+].O, predict the reaction product. The product is: [NH2:29][C:25]1[N:24]=[CH:23][C:22]([C:19]2[CH:20]=[CH:21][C:16]([C:15]([N:11]3[CH2:10][CH:9]([CH3:31])[NH:8][CH:13]([CH3:14])[CH2:12]3)=[O:30])=[CH:17][CH:18]=2)=[CH:27][C:26]=1[O:28][CH2:33][C:34]1[CH:39]=[CH:38][CH:37]=[CH:36][C:35]=1[CH3:40]. (4) Given the reactants [F:1][C:2]1[CH:7]=[CH:6][C:5]([C:8](=[O:15])[CH:9]=[C:10](SC)SC)=[CH:4][CH:3]=1.[NH2:16][CH2:17][CH:18]([OH:21])[CH2:19][NH2:20], predict the reaction product. The product is: [F:1][C:2]1[CH:7]=[CH:6][C:5]([C:8](=[O:15])[CH:9]=[C:10]2[NH:20][CH2:19][CH:18]([OH:21])[CH2:17][NH:16]2)=[CH:4][CH:3]=1. (5) The product is: [CH2:1]([O:8][C:9]1[CH:10]=[C:11]2[C:16](=[CH:17][C:18]=1[O:19][CH3:20])[CH2:15][NH:14][CH:13]([CH3:24])[CH2:12]2)[C:2]1[CH:7]=[CH:6][CH:5]=[CH:4][CH:3]=1. Given the reactants [CH2:1]([O:8][C:9]1[CH:10]=[C:11]2[C:16](=[CH:17][C:18]=1[O:19][CH3:20])[CH2:15][N:14](C(=O)C)[CH:13]([CH3:24])[CH2:12]2)[C:2]1[CH:7]=[CH:6][CH:5]=[CH:4][CH:3]=1.[OH-].[Na+], predict the reaction product. (6) Given the reactants Cl.[OH:2][CH2:3][CH:4]1[CH2:9][CH:8]([C:10]2[NH:11][C:12](=[O:20])[C:13]3[C:18]([CH:19]=2)=[CH:17][CH:16]=[CH:15][CH:14]=3)[CH2:7][CH2:6][NH:5]1.C=O.[C:23](O[BH-](OC(=O)C)OC(=O)C)(=O)C.[Na+].C(=O)([O-])[O-].[K+].[K+], predict the reaction product. The product is: [CH3:23][N:5]1[CH2:6][CH2:7][CH:8]([C:10]2[NH:11][C:12](=[O:20])[C:13]3[C:18]([CH:19]=2)=[CH:17][CH:16]=[CH:15][CH:14]=3)[CH2:9][CH:4]1[CH2:3][OH:2]. (7) Given the reactants [CH3:1][O:2][C:3](=[O:12])[C:4]1[CH:9]=[CH:8][C:7]([Br:10])=[CH:6][C:5]=1[CH3:11].[Br:13]N1C(=O)CCC1=O, predict the reaction product. The product is: [CH3:1][O:2][C:3](=[O:12])[C:4]1[CH:9]=[CH:8][C:7]([Br:10])=[CH:6][C:5]=1[CH2:11][Br:13]. (8) Given the reactants F[C:2]1[C:11]2[C:6](=[CH:7][CH:8]=[CH:9][CH:10]=2)[C:5]([S:12]([C:15]2[CH:20]=[CH:19][C:18]([CH3:21])=[CH:17][CH:16]=2)(=[O:14])=[O:13])=[CH:4][CH:3]=1.C(=O)([O-])[O-].[K+].[K+].[NH:28]1[CH2:33][CH2:32][NH:31][CH2:30][CH2:29]1, predict the reaction product. The product is: [N:28]1([C:2]2[C:11]3[C:6](=[CH:7][CH:8]=[CH:9][CH:10]=3)[C:5]([S:12]([C:15]3[CH:20]=[CH:19][C:18]([CH3:21])=[CH:17][CH:16]=3)(=[O:14])=[O:13])=[CH:4][CH:3]=2)[CH2:33][CH2:32][NH:31][CH2:30][CH2:29]1. (9) Given the reactants [C:1](O[C:1](=[O:5])[C:2]([CH3:4])=[CH2:3])(=[O:5])[C:2]([CH3:4])=[CH2:3].[NH2:12][C:13]1[CH:14]=[C:15]([OH:22])[C:16](=[CH:20][CH:21]=1)[C:17]([OH:19])=[O:18], predict the reaction product. The product is: [C:1]([NH:12][C:13]1[CH:14]=[C:15]([OH:22])[C:16](=[CH:20][CH:21]=1)[C:17]([OH:19])=[O:18])(=[O:5])[C:2]([CH3:4])=[CH2:3]. (10) Given the reactants Cl.NO.[OH-].[K+].CC1[N:8]([C:13]2[CH:17]=[C:16]([C:18]#[C:19][C:20]3[CH:21]=[N:22][CH:23]=[CH:24][CH:25]=3)[N:15]([CH3:26])[N:14]=2)C(C)=CC=1, predict the reaction product. The product is: [CH3:26][N:15]1[C:16]([C:18]#[C:19][C:20]2[CH:21]=[N:22][CH:23]=[CH:24][CH:25]=2)=[CH:17][C:13]([NH2:8])=[N:14]1.